Dataset: Forward reaction prediction with 1.9M reactions from USPTO patents (1976-2016). Task: Predict the product of the given reaction. (1) The product is: [Cl:1][C:2]1[CH:3]=[CH:4][C:5]([S:8][C:9]2[CH:14]=[CH:13][CH:12]=[CH:11][C:10]=2/[CH:15]=[CH:16]/[C:17]([NH:20][CH2:21][CH2:22][CH2:23][CH2:24][OH:25])=[O:19])=[CH:6][CH:7]=1. Given the reactants [Cl:1][C:2]1[CH:7]=[CH:6][C:5]([S:8][C:9]2[CH:14]=[CH:13][CH:12]=[CH:11][C:10]=2[CH:15]=[CH:16][C:17]([OH:19])=O)=[CH:4][CH:3]=1.[NH2:20][CH2:21][CH2:22][CH2:23][CH2:24][OH:25], predict the reaction product. (2) The product is: [Cl:31][C:32]1[CH:37]=[CH:36][C:35]([C:56]2[C:57]([N:62]3[CH2:67][CH2:66][CH2:65][CH:64]([C:68]([O:70][CH2:71][CH3:72])=[O:69])[CH2:63]3)=[N:58][CH:59]=[CH:60][CH:61]=2)=[CH:34][C:33]=1[C:41]([NH:43][CH2:44][C:45]12[CH2:54][CH:49]3[CH2:50][CH:51]([CH2:53][CH:47]([CH2:48]3)[CH2:46]1)[CH2:52]2)=[O:42]. Given the reactants ClC1C(C(NCC23CC4CC(CC(C4)C2)C3)=O)=CC(C2C=CC=CC=2C(O)=O)=NC=1.[Cl:31][C:32]1[CH:37]=[CH:36][C:35](B(O)O)=[CH:34][C:33]=1[C:41]([NH:43][CH2:44][C:45]12[CH2:54][CH:49]3[CH2:50][CH:51]([CH2:53][CH:47]([CH2:48]3)[CH2:46]1)[CH2:52]2)=[O:42].Br[C:56]1[C:57]([N:62]2[CH2:67][CH2:66][CH2:65][CH:64]([C:68]([O:70][CH2:71][CH3:72])=[O:69])[CH2:63]2)=[N:58][CH:59]=[CH:60][CH:61]=1, predict the reaction product. (3) Given the reactants [Br:1][C:2]1[CH:3]=[C:4]([CH:27]=[C:28]([Cl:30])[CH:29]=1)[O:5][C:6]1[C:7]([NH:13][NH:14][C:15](=O)[CH2:16][C:17]2[C:25]3[C:20](=[N:21][CH:22]=[CH:23][CH:24]=3)[NH:19][N:18]=2)=[N:8][CH:9]=[CH:10][C:11]=1[CH3:12].P(Cl)(Cl)(Cl)=O, predict the reaction product. The product is: [Br:1][C:2]1[CH:3]=[C:4]([CH:27]=[C:28]([Cl:30])[CH:29]=1)[O:5][C:6]1[C:7]2[N:8]([C:15]([CH2:16][C:17]3[C:25]4[C:20](=[N:21][CH:22]=[CH:23][CH:24]=4)[NH:19][N:18]=3)=[N:14][N:13]=2)[CH:9]=[CH:10][C:11]=1[CH3:12]. (4) Given the reactants COC1C=CC(C[N:8]2[N:14]=[C:13]([N:15]3[CH2:20][CH2:19][C:18]4[N:21]=[C:22]([C:24]5[CH:29]=[CH:28][CH:27]=[CH:26][CH:25]=5)[O:23][C:17]=4[CH2:16]3)[CH:12]3[CH:10]([CH2:11]3)[C:9]2=[O:30])=CC=1.C1(OC)C(=CC=CC=1)OC.C(O)(C(F)(F)F)=O.C(=O)([O-])[O-].[Na+].[Na+], predict the reaction product. The product is: [C:24]1([C:22]2[O:23][C:17]3[CH2:16][N:15]([C:13]4[CH:12]5[CH:10]([CH2:11]5)[C:9](=[O:30])[NH:8][N:14]=4)[CH2:20][CH2:19][C:18]=3[N:21]=2)[CH:25]=[CH:26][CH:27]=[CH:28][CH:29]=1. (5) Given the reactants Cl.[I:2][C:3]1[CH:4]=[C:5]2[C:10]3=[C:11]([C:13](=[O:21])[C:14]([C:16]([O:18]CC)=[O:17])=[CH:15][N:9]3[N:8]([CH3:22])[CH2:7][C:6]2(C(OC(C)(C)C)=O)C(OC(C)(C)C)=O)[CH:12]=1, predict the reaction product. The product is: [I:2][C:3]1[CH:4]=[C:5]2[C:10]3=[C:11]([C:13](=[O:21])[C:14]([C:16]([OH:18])=[O:17])=[CH:15][N:9]3[N:8]([CH3:22])[CH2:7][CH2:6]2)[CH:12]=1. (6) Given the reactants N1[CH:6]=[CH:5][CH:4]=[C:3]([CH:7]([CH:12]2N3[CH2:18][CH2:19][CH:14](C(=O)C3)[CH2:13]2)C[N+]([O-])=O)C=1.[CH2:21](O)C, predict the reaction product. The product is: [CH3:21][CH2:18][CH2:19][CH2:14][CH2:13][CH2:12][CH2:7][CH2:3][CH2:4][CH2:5][CH3:6]. (7) Given the reactants [CH3:1][O:2][C:3]1[CH:11]=[CH:10][C:9]2[N:8]([S:12]([C:15]3[CH:20]=[CH:19][CH:18]=[CH:17][CH:16]=3)(=[O:14])=[O:13])[CH:7]=[CH:6][C:5]=2[C:4]=1[CH:21]=O.[C:23]([N:30]1[CH2:35][CH2:34][NH:33][CH2:32][CH2:31]1)([O:25][C:26]([CH3:29])([CH3:28])[CH3:27])=[O:24].C(O)(=O)C.C(O[BH-](OC(=O)C)OC(=O)C)(=O)C.[Na+], predict the reaction product. The product is: [CH3:1][O:2][C:3]1[C:4]([CH2:21][N:33]2[CH2:32][CH2:31][N:30]([C:23]([O:25][C:26]([CH3:29])([CH3:28])[CH3:27])=[O:24])[CH2:35][CH2:34]2)=[C:5]2[C:9](=[CH:10][CH:11]=1)[N:8]([S:12]([C:15]1[CH:16]=[CH:17][CH:18]=[CH:19][CH:20]=1)(=[O:14])=[O:13])[CH:7]=[CH:6]2. (8) The product is: [F:17][C:18]([F:31])([F:30])[S:19]([O:9][CH2:8][C:2]1([F:1])[CH2:7][CH2:6][CH2:5][CH2:4][CH2:3]1)(=[O:21])=[O:20]. Given the reactants [F:1][C:2]1([CH2:8][OH:9])[CH2:7][CH2:6][CH2:5][CH2:4][CH2:3]1.C(N(CC)CC)C.[F:17][C:18]([F:31])([F:30])[S:19](O[S:19]([C:18]([F:31])([F:30])[F:17])(=[O:21])=[O:20])(=[O:21])=[O:20].O, predict the reaction product. (9) Given the reactants [NH2:1][C@H:2]([C:11]([O:13][CH:14]([CH3:16])[CH3:15])=[O:12])[CH2:3][C:4]1[CH:9]=[CH:8][C:7]([OH:10])=[CH:6][CH:5]=1.[C:17](O[C:17]([O:19][C:20]([CH3:23])([CH3:22])[CH3:21])=[O:18])([O:19][C:20]([CH3:23])([CH3:22])[CH3:21])=[O:18].C(N(CC)CC)C, predict the reaction product. The product is: [C:20]([O:19][C:17]([NH:1][C@H:2]([C:11]([O:13][CH:14]([CH3:16])[CH3:15])=[O:12])[CH2:3][C:4]1[CH:9]=[CH:8][C:7]([OH:10])=[CH:6][CH:5]=1)=[O:18])([CH3:23])([CH3:22])[CH3:21].